From a dataset of Forward reaction prediction with 1.9M reactions from USPTO patents (1976-2016). Predict the product of the given reaction. (1) The product is: [CH3:1][N:2]1[C:11](=[O:12])[CH:10]([C:20]2[CH:25]=[C:24]([O:26][CH3:27])[CH:23]=[C:22]([O:28][CH3:29])[CH:21]=2)[C:9]2[C:4](=[CH:5][C:6]([O:30][CH3:31])=[CH:7][CH:8]=2)[CH2:3]1. Given the reactants [CH3:1][N:2]1[C:11](=[O:12])[C:10]([C:20]2[CH:25]=[C:24]([O:26][CH3:27])[CH:23]=[C:22]([O:28][CH3:29])[CH:21]=2)(SC2C=CC=CC=2)[C:9]2[C:4](=[CH:5][C:6]([O:30][CH3:31])=[CH:7][CH:8]=2)[CH2:3]1.[BH4-].[Na+], predict the reaction product. (2) Given the reactants Cl.[CH2:2]([O:4][P:5]([C:10]([C:13]1[CH:18]=[CH:17][C:16]([CH2:19][NH:20][CH2:21][C:22]2[CH:27]=[CH:26][C:25]([C:28]([P:31]([O:36][CH2:37][CH3:38])([O:33][CH2:34][CH3:35])=[O:32])([F:30])[F:29])=[CH:24][CH:23]=2)=[CH:15][CH:14]=1)([F:12])[F:11])(=[O:9])[O:6][CH2:7][CH3:8])[CH3:3].[N:39]([CH2:42][C:43]1[CH:48]=[CH:47][CH:46]=[CH:45][CH:44]=1)=[C:40]=[O:41].CCN(CC)CC, predict the reaction product. The product is: [CH2:37]([O:36][P:31]([C:28]([C:25]1[CH:26]=[CH:27][C:22]([CH2:21][N:20]([CH2:19][C:16]2[CH:15]=[CH:14][C:13]([C:10]([P:5]([O:6][CH2:7][CH3:8])([O:4][CH2:2][CH3:3])=[O:9])([F:11])[F:12])=[CH:18][CH:17]=2)[C:40]([NH:39][CH2:42][C:43]2[CH:48]=[CH:47][CH:46]=[CH:45][CH:44]=2)=[O:41])=[CH:23][CH:24]=1)([F:30])[F:29])(=[O:32])[O:33][CH2:34][CH3:35])[CH3:38]. (3) The product is: [CH3:31][N:19]([CH2:20][C:21]1[N:22]([CH3:30])[C:23]2[C:28]([CH:29]=1)=[CH:27][CH:26]=[CH:25][CH:24]=2)[C:18](/[CH:17]=[CH:16]/[C:13]1[CH:14]=[N:15][C:9]2[NH:8][C:7](=[O:33])[N:6]([CH2:5][C:4]([O-:34])=[O:3])[CH2:11][C:10]=2[CH:12]=1)=[O:32].[Na+:36]. Given the reactants C([O:3][C:4](=[O:34])[CH2:5][N:6]1[CH2:11][C:10]2[CH:12]=[C:13](/[CH:16]=[CH:17]/[C:18](=[O:32])[N:19]([CH3:31])[CH2:20][C:21]3[N:22]([CH3:30])[C:23]4[C:28]([CH:29]=3)=[CH:27][CH:26]=[CH:25][CH:24]=4)[CH:14]=[N:15][C:9]=2[NH:8][C:7]1=[O:33])C.[OH-].[Na+:36], predict the reaction product. (4) Given the reactants [CH3:1][O:2][C:3]1[CH:8]=[C:7]([CH2:9][NH:10][S:11]([C:14]2[CH:19]=[CH:18][C:17]([C:20]3[CH:25]=[CH:24][C:23]([F:26])=[CH:22][C:21]=3[F:27])=[CH:16][C:15]=2[C:28]#[N:29])(=[O:13])=[O:12])[CH:6]=[CH:5][N:4]=1.C(=O)([O-])[O-].[Na+].[Na+], predict the reaction product. The product is: [F:27][C:21]1[CH:22]=[C:23]([F:26])[CH:24]=[CH:25][C:20]=1[C:17]1[CH:18]=[CH:19][C:14]2[S:11](=[O:13])(=[O:12])[N:10]([CH2:9][C:7]3[CH:6]=[CH:5][N:4]=[C:3]([O:2][CH3:1])[CH:8]=3)[C:28](=[NH:29])[C:15]=2[CH:16]=1. (5) Given the reactants C(OC([N:8]1[CH2:13][CH2:12][CH:11]([O:14][C:15]2[CH:20]=[CH:19][C:18]([N:21]([CH2:34][C:35]3[N:39]([CH2:40][C:41](=[O:49])[NH:42][CH:43]4[CH2:48][CH2:47][CH2:46][CH2:45][CH2:44]4)[C:38]4[CH:50]=[CH:51][C:52]([C:54]([NH2:56])=[NH:55])=[CH:53][C:37]=4[N:36]=3)[C:22](=[O:33])[C:23]3[CH:28]=[CH:27][C:26]([C:29]([O:31][CH3:32])=[O:30])=[CH:25][CH:24]=3)=[CH:17][CH:16]=2)[CH2:10][CH2:9]1)=O)(C)(C)C.FC(F)(F)C(O)=O.C(Cl)(Cl)[Cl:65], predict the reaction product. The product is: [ClH:65].[ClH:65].[NH:8]1[CH2:13][CH2:12][CH:11]([O:14][C:15]2[CH:20]=[CH:19][C:18]([N:21]([CH2:34][C:35]3[N:39]([CH2:40][C:41](=[O:49])[NH:42][CH:43]4[CH2:48][CH2:47][CH2:46][CH2:45][CH2:44]4)[C:38]4[CH:50]=[CH:51][C:52]([C:54]([NH2:56])=[NH:55])=[CH:53][C:37]=4[N:36]=3)[C:22](=[O:33])[C:23]3[CH:24]=[CH:25][C:26]([C:29]([O:31][CH3:32])=[O:30])=[CH:27][CH:28]=3)=[CH:17][CH:16]=2)[CH2:10][CH2:9]1. (6) Given the reactants [F:1][C:2]([F:7])([F:6])[C:3]([OH:5])=[O:4].[F:8][C:9]([F:14])([F:13])[C:10]([OH:12])=[O:11].FC(F)(F)C(O)=O.[Cl:22][C:23]1[CH:24]=[N:25][C:26]2[NH:27][C:28]3[CH:29]=[N:30][CH:31]=[C:32]([CH:53]=3)[CH2:33][CH2:34][C:35]3[CH:43]=[C:39]([NH:40][C:41]=1[N:42]=2)[CH:38]=[CH:37][C:36]=3[NH:44][C:45](=[O:52])[CH2:46][C@@H:47]1[CH2:51][CH2:50][NH:49][CH2:48]1.[O:54]1[C:58]([C:59](Cl)=[O:60])=[CH:57][CH:56]=[N:55]1, predict the reaction product. The product is: [F:1][C:2]([F:7])([F:6])[C:3]([OH:5])=[O:4].[F:8][C:9]([F:14])([F:13])[C:10]([OH:12])=[O:11].[Cl:22][C:23]1[CH:24]=[N:25][C:26]2[NH:27][C:28]3[CH:29]=[N:30][CH:31]=[C:32]([CH:53]=3)[CH2:33][CH2:34][C:35]3[CH:43]=[C:39]([NH:40][C:41]=1[N:42]=2)[CH:38]=[CH:37][C:36]=3[NH:44][C:45](=[O:52])[CH2:46][C@@H:47]1[CH2:51][CH2:50][N:49]([C:59]([C:58]2[O:54][N:55]=[CH:56][CH:57]=2)=[O:60])[CH2:48]1. (7) Given the reactants [CH3:1][N:2](C)[C:3]1[CH:8]=[CH:7][CH:6]=[CH:5][CH:4]=1.FC(F)(F)S(O[C:16]1[C:25]2[C:20](=[CH:21][CH:22]=[CH:23][CH:24]=2)[CH:19]=[CH:18][C:17]=1[Si](C)(C)C)(=O)=O.[F-].[K+].C1OCCOCCOCCOCCOCCOC1, predict the reaction product. The product is: [CH3:1][N:2]([C:3]1[CH:8]=[CH:7][CH:6]=[CH:5][CH:4]=1)[C:17]1[CH:18]=[CH:19][C:20]2[C:25](=[CH:24][CH:23]=[CH:22][CH:21]=2)[CH:16]=1. (8) The product is: [C:38]([O:37][C:35]([N:32]1[CH2:33][CH2:34][CH:29]([C:26]2[CH:27]=[CH:28][C:23]([NH:22][C:14]3[N:13]=[C:12]([CH2:11][CH2:10][C:9]4[CH:42]=[C:43]([CH3:46])[CH:44]=[CH:45][C:8]=4[CH2:7][C:6]([OH:47])=[O:5])[C:17]([C:18]([F:20])([F:19])[F:21])=[CH:16][N:15]=3)=[CH:24][CH:25]=2)[CH2:30][CH2:31]1)=[O:36])([CH3:41])([CH3:39])[CH3:40]. Given the reactants O[Li].O.C[O:5][C:6](=[O:47])[CH2:7][C:8]1[CH:45]=[CH:44][C:43]([CH3:46])=[CH:42][C:9]=1[CH2:10][CH2:11][C:12]1[C:17]([C:18]([F:21])([F:20])[F:19])=[CH:16][N:15]=[C:14]([NH:22][C:23]2[CH:28]=[CH:27][C:26]([CH:29]3[CH2:34][CH2:33][N:32]([C:35]([O:37][C:38]([CH3:41])([CH3:40])[CH3:39])=[O:36])[CH2:31][CH2:30]3)=[CH:25][CH:24]=2)[N:13]=1, predict the reaction product. (9) Given the reactants Cl[C:2]1[C:11]2[C:6](=[C:7]([O:15][CH3:16])[CH:8]=[C:9]([N+:12]([O-:14])=[O:13])[CH:10]=2)[N:5]=[CH:4][C:3]=1[C:17]#[N:18].[Cl:19][C:20]1[CH:21]=[C:22]([NH2:27])[CH:23]=[CH:24][C:25]=1[F:26], predict the reaction product. The product is: [Cl:19][C:20]1[CH:21]=[C:22]([NH:27][C:2]2[C:11]3[C:6](=[C:7]([O:15][CH3:16])[CH:8]=[C:9]([N+:12]([O-:14])=[O:13])[CH:10]=3)[N:5]=[CH:4][C:3]=2[C:17]#[N:18])[CH:23]=[CH:24][C:25]=1[F:26].